Predict the product of the given reaction. From a dataset of Forward reaction prediction with 1.9M reactions from USPTO patents (1976-2016). (1) Given the reactants C[O:2][C:3]([C:5]1[CH:6]=[C:7]2[C:11](=[CH:12][CH:13]=1)[NH:10][C:9](=[O:14])[C@:8]12[CH2:16][C@H:15]1[C:17]1[CH:22]=[CH:21][C:20]([F:23])=[CH:19][CH:18]=1)=[O:4].O.[OH-].[Li+], predict the reaction product. The product is: [F:23][C:20]1[CH:19]=[CH:18][C:17]([C@@H:15]2[C@:8]3([C:7]4[C:11](=[CH:12][CH:13]=[C:5]([C:3]([OH:4])=[O:2])[CH:6]=4)[NH:10][C:9]3=[O:14])[CH2:16]2)=[CH:22][CH:21]=1. (2) Given the reactants [N+:1]([C:4]1[CH:9]=[C:8]([N+:10]([O-:12])=[O:11])[CH:7]=[CH:6][C:5]=1[N:13]=[N:14][C:15]1[C:21]([O:22][CH2:23][CH:24]([CH2:29][CH3:30])[CH2:25][CH2:26][CH2:27][CH3:28])=[CH:20][C:18]([NH2:19])=[C:17]([O:31][CH2:32][CH:33]([CH2:38][CH3:39])[CH2:34][CH2:35][CH2:36][CH3:37])[CH:16]=1)([O-:3])=[O:2].N(OS(=O)(=O)O)=O.S(=O)(=O)(O)O.[CH2:52]([N:64]([CH2:72][CH2:73][CH:74](C)[CH2:75][C:76]([CH3:79])(C)C)[C:65]1[CH:70]=[CH:69][CH:68]=[C:67]([CH3:71])[CH:66]=1)[CH2:53][CH2:54][CH2:55][CH2:56][CH2:57][CH2:58][CH2:59][CH2:60][CH2:61][CH2:62][CH3:63].S(=O)(=O)(O)[NH2:82].CN1C(=O)C[CH2:89][CH2:88]1, predict the reaction product. The product is: [N+:1]([C:4]1[CH:9]=[C:8]([N+:10]([O-:12])=[O:11])[CH:7]=[CH:6][C:5]=1/[N:13]=[N:14]/[C:15]1[C:21]([O:22][CH2:23][CH:24]([CH2:29][CH3:30])[CH2:25][CH2:26][CH2:27][CH3:28])=[CH:20][C:18](/[N:19]=[N:82]/[C:68]2[CH:69]=[CH:70][C:65]([N:64]([CH2:52][CH2:53][CH2:54][CH2:55][CH2:56][CH2:57][CH2:58][CH2:59][CH2:60][CH2:61][CH2:62][CH3:63])[CH2:72][CH:73]([CH2:88][CH3:89])[CH2:74][CH2:75][CH2:76][CH3:79])=[CH:66][C:67]=2[CH3:71])=[C:17]([O:31][CH2:32][CH:33]([CH2:38][CH3:39])[CH2:34][CH2:35][CH2:36][CH3:37])[CH:16]=1)([O-:3])=[O:2]. (3) Given the reactants Cl.[NH2:2][C:3]1[CH:4]=[N:5][C:6]2[C:11]([C:12]=1[OH:13])=[CH:10][CH:9]=[C:8]([Br:14])[CH:7]=2.[CH3:15][O:16][CH2:17][CH2:18][C:19](Cl)=[O:20].C(Cl)(=O)CCC.C(N(CC)CC)C, predict the reaction product. The product is: [Br:14][C:8]1[CH:7]=[C:6]2[C:11]([C:12]([OH:13])=[C:3]([NH:2][C:19](=[O:20])[CH2:18][CH2:17][O:16][CH3:15])[CH:4]=[N:5]2)=[CH:10][CH:9]=1. (4) Given the reactants [Cl:1][C:2]1[C:7]([Cl:8])=[C:6]([Cl:9])[N:5]=[C:4]([C:10]([O:12][CH3:13])=[O:11])[CH:3]=1.C(O)[C:15]1[CH:20]=[CH:19][CH:18]=[CH:17][CH:16]=1, predict the reaction product. The product is: [Cl:1][C:2]1[C:7]([Cl:8])=[C:6]([Cl:9])[N:5]=[C:4]([C:10]([O:12][CH2:13][C:15]2[CH:20]=[CH:19][CH:18]=[CH:17][CH:16]=2)=[O:11])[CH:3]=1. (5) Given the reactants CO[C:3]([C:5]1[C:14]([OH:15])=[C:13]2[C:8]([CH:9]=[CH:10][CH:11]=[N:12]2)=[C:7]([Br:16])[N:6]=1)=[O:4].[NH2:17][CH2:18][C:19]1[CH:24]=[CH:23][C:22]([F:25])=[CH:21][C:20]=1[S:26]([N:29]([CH3:31])[CH3:30])(=[O:28])=[O:27].C(N(CC)CC)C.C(O)(=O)C, predict the reaction product. The product is: [Br:16][C:7]1[N:6]=[C:5]([C:3]([NH:17][CH2:18][C:19]2[CH:24]=[CH:23][C:22]([F:25])=[CH:21][C:20]=2[S:26]([N:29]([CH3:31])[CH3:30])(=[O:27])=[O:28])=[O:4])[C:14]([OH:15])=[C:13]2[C:8]=1[CH:9]=[CH:10][CH:11]=[N:12]2. (6) Given the reactants C(OC([N:8]1[CH2:13][CH2:12][C:11](=[CH:14][C:15]2[CH:20]=[CH:19][CH:18]=[C:17]([O:21][C:22]3[CH:27]=[CH:26][C:25]([F:28])=[CH:24][CH:23]=3)[CH:16]=2)[CH2:10][CH2:9]1)=O)(C)(C)C.[ClH:29].C(OCC)C, predict the reaction product. The product is: [ClH:29].[F:28][C:25]1[CH:24]=[CH:23][C:22]([O:21][C:17]2[CH:16]=[C:15]([CH:20]=[CH:19][CH:18]=2)[CH:14]=[C:11]2[CH2:10][CH2:9][NH:8][CH2:13][CH2:12]2)=[CH:27][CH:26]=1. (7) Given the reactants [CH2:1]([O:8][C:9]1[CH:10]=[C:11]([NH2:16])[CH:12]=[C:13]([Br:15])[CH:14]=1)[C:2]1[CH:7]=[CH:6][CH:5]=[CH:4][CH:3]=1.[C:17]([N:25]=[C:26]=[S:27])(=[O:24])[C:18]1[CH:23]=[CH:22][CH:21]=[CH:20][CH:19]=1, predict the reaction product. The product is: [C:17]([NH:25][C:26]([NH:16][C:11]1[CH:12]=[C:13]([Br:15])[CH:14]=[C:9]([O:8][CH2:1][C:2]2[CH:3]=[CH:4][CH:5]=[CH:6][CH:7]=2)[CH:10]=1)=[S:27])(=[O:24])[C:18]1[CH:23]=[CH:22][CH:21]=[CH:20][CH:19]=1. (8) Given the reactants Br[C:2]1[CH:3]=[C:4]([C@@H:9]2[C@@H:13]([C:14]3[CH:19]=[CH:18][C:17]([F:20])=[CH:16][CH:15]=3)[O:12][C:11](=[O:21])[NH:10]2)[C:5]([F:8])=[N:6][CH:7]=1.[C:22]([C:24]1[CH:25]=[N:26][CH:27]=[CH:28][CH:29]=1)#[CH:23].C1(P(C2C=CC=CC=2)C2C=CC=CC=2)C=CC=CC=1, predict the reaction product. The product is: [F:8][C:5]1[C:4]([C@@H:9]2[C@@H:13]([C:14]3[CH:19]=[CH:18][C:17]([F:20])=[CH:16][CH:15]=3)[O:12][C:11](=[O:21])[NH:10]2)=[CH:3][C:2]([C:23]#[C:22][C:24]2[CH:25]=[N:26][CH:27]=[CH:28][CH:29]=2)=[CH:7][N:6]=1. (9) Given the reactants [CH3:1][O:2][C:3](=[O:10])[CH2:4][C:5](=[O:9])[CH2:6][O:7][CH3:8].[NH:11]1[C:19]2[CH:18]=[CH:17][CH:16]=[C:15]([CH:20]=O)[C:14]=2[CH:13]=[CH:12]1.C(O)(=O)C.N1CCCCC1, predict the reaction product. The product is: [CH3:1][O:2][C:3](=[O:10])[C:4](=[CH:20][C:15]1[CH:16]=[CH:17][CH:18]=[C:19]2[C:14]=1[CH:13]=[CH:12][NH:11]2)[C:5](=[O:9])[CH2:6][O:7][CH3:8].